This data is from Reaction yield outcomes from USPTO patents with 853,638 reactions. The task is: Predict the reaction yield, written as a fraction of the theoretical maximum amount of product (1.0 means a 100% yield; for example, 0.34 means a 34% yield). (1) The reactants are Br[C:2]1[S:6][C:5]([C:7](=[O:9])[CH3:8])=[CH:4][C:3]=1[Cl:10].C(O[Na])(C)=O. The catalyst is CCO.[Pd]. The product is [Cl:10][C:3]1[CH:4]=[C:5]([C:7](=[O:9])[CH3:8])[S:6][CH:2]=1. The yield is 0.620. (2) The reactants are Br[C:2]1[C:3]([CH3:19])=[N:4][C:5]2[N:6]([N:9]=[C:10]([C:12]3[CH:17]=[CH:16][CH:15]=[C:14]([Cl:18])[CH:13]=3)[CH:11]=2)[C:7]=1Cl.[Li+].[Cl-].C1COCC1.[CH2:27]([Mg]Cl)[CH:28]([CH3:30])[CH3:29].C1COCC1.C([Mg]Cl)C(C)C.Cl[C:45](=[O:50])[C:46]([O:48][CH3:49])=[O:47]. The catalyst is CCOCC.[Cu]Br. The product is [Cl:18][C:14]1[CH:13]=[C:12]([C:10]2[CH:11]=[C:5]3[N:4]=[C:3]([CH3:19])[C:2]([C:45](=[O:50])[C:46]([O:48][CH3:49])=[O:47])=[C:7]([CH2:27][CH:28]([CH3:30])[CH3:29])[N:6]3[N:9]=2)[CH:17]=[CH:16][CH:15]=1. The yield is 0.340. (3) The reactants are [Cl:1][C:2]1[CH:12]=[C:11]([CH2:13][C:14]#[N:15])[CH:10]=[CH:9][C:3]=1[C:4]([O:6][CH2:7][CH3:8])=[O:5].N.[H][H]. The catalyst is [Ni].CO. The product is [NH2:15][CH2:14][CH2:13][C:11]1[CH:10]=[CH:9][C:3]([C:4]([O:6][CH2:7][CH3:8])=[O:5])=[C:2]([Cl:1])[CH:12]=1. The yield is 0.770. (4) The reactants are [CH:1]1([N:4]([CH:18]2[CH2:23][CH2:22][NH:21][CH2:20][CH2:19]2)[S:5]([C:8]2[CH:13]=[CH:12][CH:11]=[C:10]([C:14]([F:17])([F:16])[F:15])[CH:9]=2)(=[O:7])=[O:6])[CH2:3][CH2:2]1.[CH2:24]([O:28][C:29]1[CH:34]=[CH:33][C:32]([S:35](Cl)(=[O:37])=[O:36])=[CH:31][CH:30]=1)[CH2:25][CH2:26][CH3:27].CCN(C(C)C)C(C)C. The catalyst is C(Cl)Cl. The product is [CH2:24]([O:28][C:29]1[CH:34]=[CH:33][C:32]([S:35]([N:21]2[CH2:22][CH2:23][CH:18]([N:4]([CH:1]3[CH2:3][CH2:2]3)[S:5]([C:8]3[CH:13]=[CH:12][CH:11]=[C:10]([C:14]([F:17])([F:15])[F:16])[CH:9]=3)(=[O:6])=[O:7])[CH2:19][CH2:20]2)(=[O:37])=[O:36])=[CH:31][CH:30]=1)[CH2:25][CH2:26][CH3:27]. The yield is 0.250. (5) The reactants are [CH3:1][O:2][C:3]1[CH:24]=[CH:23][C:6]([CH2:7][N:8]2[C:13]3[S:14][C:15]([CH:17]=C)=[CH:16][C:12]=3[C:11]3=[N:19][CH:20]=[N:21][N:10]3[C:9]2=[O:22])=[CH:5][CH:4]=1.I([O-])(=O)(=O)=[O:26].[Na+]. The catalyst is O1CCCC1.O.[Os](=O)(=O)(=O)=O. The product is [CH3:1][O:2][C:3]1[CH:4]=[CH:5][C:6]([CH2:7][N:8]2[C:13]3[S:14][C:15]([CH:17]=[O:26])=[CH:16][C:12]=3[C:11]3=[N:19][CH:20]=[N:21][N:10]3[C:9]2=[O:22])=[CH:23][CH:24]=1. The yield is 0.630.